From a dataset of Full USPTO retrosynthesis dataset with 1.9M reactions from patents (1976-2016). Predict the reactants needed to synthesize the given product. (1) The reactants are: [CH3:1][C:2]1([CH3:33])[S:7][CH2:6][CH2:5][N:4]([S:8]([C:11]2[CH:16]=[CH:15][C:14]([O:17][CH2:18][C:19]#[C:20][CH2:21][CH2:22][O:23][CH:24]3[CH2:29][CH2:28][CH2:27][CH2:26][O:25]3)=[CH:13][CH:12]=2)(=[O:10])=[O:9])[CH:3]1[C:30](O)=[O:31].[OH:34][N:35]1C2C=CC=CC=2N=N1.Cl.CN(C)CCCN=C=NCC.NO. Given the product [OH:34][NH:35][C:30]([CH:3]1[C:2]([CH3:33])([CH3:1])[S:7][CH2:6][CH2:5][N:4]1[S:8]([C:11]1[CH:16]=[CH:15][C:14]([O:17][CH2:18][C:19]#[C:20][CH2:21][CH2:22][O:23][CH:24]2[CH2:29][CH2:28][CH2:27][CH2:26][O:25]2)=[CH:13][CH:12]=1)(=[O:10])=[O:9])=[O:31], predict the reactants needed to synthesize it. (2) Given the product [Cl:20][C:14]1[CH:15]=[C:16]([Cl:19])[CH:17]=[CH:18][C:13]=1[CH2:12][CH2:11][NH:10][C:4]1[N:5]=[C:6]([O:8][CH3:9])[N:7]=[C:2]([C:27]2[CH:28]=[C:23]([CH2:22][OH:21])[CH:24]=[CH:25][CH:26]=2)[CH:3]=1, predict the reactants needed to synthesize it. The reactants are: Cl[C:2]1[N:7]=[C:6]([O:8][CH3:9])[N:5]=[C:4]([NH:10][CH2:11][CH2:12][C:13]2[CH:18]=[CH:17][C:16]([Cl:19])=[CH:15][C:14]=2[Cl:20])[CH:3]=1.[OH:21][CH2:22][C:23]1[CH:24]=[C:25](B(O)O)[CH:26]=[CH:27][CH:28]=1.C([O-])([O-])=O.[Na+].[Na+]. (3) The reactants are: COCCN(S(F)(F)[F:11])CCOC.[CH3:14][O:15][C:16]([C@@:18]12[CH2:24][CH2:23][C@:22]1([CH2:25]O)[CH2:21][N:20]([C@@H:27]([C:29]1[CH:34]=[CH:33][CH:32]=[CH:31][CH:30]=1)[CH3:28])[C:19]2=[O:35])=[O:17].C(=O)(O)[O-].[Na+].C(OCC)(=O)C. Given the product [CH3:14][O:15][C:16]([C@@:18]12[CH2:24][CH2:23][C@:22]1([CH2:25][F:11])[CH2:21][N:20]([C@@H:27]([C:29]1[CH:34]=[CH:33][CH:32]=[CH:31][CH:30]=1)[CH3:28])[C:19]2=[O:35])=[O:17], predict the reactants needed to synthesize it. (4) Given the product [F:16][C:17]1[CH:18]=[C:19]([CH:22]=[CH:23][CH:24]=1)[CH2:20][N:3]1[C:4](=[O:15])[C:5]2[C@@H:6]3[C:11]([CH3:12])([CH3:13])[C@@:9]([CH3:14])([CH2:8][CH2:7]3)[C:10]=2[N:2]1[CH3:1], predict the reactants needed to synthesize it. The reactants are: [CH3:1][N:2]1[C:10]2[C@@:9]3([CH3:14])[C:11]([CH3:13])([CH3:12])[C@H:6]([CH2:7][CH2:8]3)[C:5]=2[C:4](=[O:15])[NH:3]1.[F:16][C:17]1[CH:18]=[C:19]([CH:22]=[CH:23][CH:24]=1)[CH2:20]Br.